Dataset: Catalyst prediction with 721,799 reactions and 888 catalyst types from USPTO. Task: Predict which catalyst facilitates the given reaction. (1) Reactant: [OH:1][C:2]1[CH:3]=[C:4]2[O:30][CH2:29][O:28][C:5]2=[N:6][C:7]=1[CH:8]1[C:16]2[C:11](=[CH:12][CH:13]=[CH:14][CH:15]=2)[N:10]([CH2:17][C:18]2[O:19][C:20]([C:23]([F:26])([F:25])[F:24])=[CH:21][CH:22]=2)[C:9]1=[O:27].[CH2:31]=[O:32]. Product: [OH:1][C:2]1[CH:3]=[C:4]2[O:30][CH2:29][O:28][C:5]2=[N:6][C:7]=1[C:8]1([CH2:31][OH:32])[C:16]2[C:11](=[CH:12][CH:13]=[CH:14][CH:15]=2)[N:10]([CH2:17][C:18]2[O:19][C:20]([C:23]([F:25])([F:24])[F:26])=[CH:21][CH:22]=2)[C:9]1=[O:27]. The catalyst class is: 7. (2) Reactant: [F:1][C:2]1[CH:3]=[C:4]([CH2:9][C:10]#[N:11])[CH:5]=[CH:6][C:7]=1[F:8].C[O-].[Na+].[F:15][C:16]1[CH:21]=[CH:20][CH:19]=[C:18]([F:22])[C:17]=1[CH:23]=[CH:24][C:25]([O:27][CH3:28])=[O:26]. Product: [C:10]([CH:9]([C:4]1[CH:5]=[CH:6][C:7]([F:8])=[C:2]([F:1])[CH:3]=1)[CH:23]([C:17]1[C:18]([F:22])=[CH:19][CH:20]=[CH:21][C:16]=1[F:15])[CH2:24][C:25]([O:27][CH3:28])=[O:26])#[N:11]. The catalyst class is: 5. (3) Reactant: [Cl:1][C:2]1[CH:7]=[CH:6][C:5]([CH:8]([C:27]2[CH:32]=[CH:31][C:30]([Cl:33])=[CH:29][CH:28]=2)[C:9]2[CH:10]=[C:11]3[C:16](=[CH:17][CH:18]=2)[N:15]=[C:14]([OH:19])[CH:13]=[C:12]3[NH:20][CH:21]2[CH2:26][CH2:25][NH:24][CH2:23][CH2:22]2)=[CH:4][CH:3]=1.[N:34]1([S:39](Cl)(=[O:41])=[O:40])[CH2:38][CH2:37][CH2:36][CH2:35]1.C(N(CC)CC)C. Product: [Cl:33][C:30]1[CH:29]=[CH:28][C:27]([CH:8]([C:5]2[CH:4]=[CH:3][C:2]([Cl:1])=[CH:7][CH:6]=2)[C:9]2[CH:10]=[C:11]3[C:16](=[CH:17][CH:18]=2)[N:15]=[C:14]([OH:19])[CH:13]=[C:12]3[NH:20][CH:21]2[CH2:22][CH2:23][N:24]([S:39]([N:34]3[CH2:38][CH2:37][CH2:36][CH2:35]3)(=[O:41])=[O:40])[CH2:25][CH2:26]2)=[CH:32][CH:31]=1. The catalyst class is: 4.